From a dataset of Forward reaction prediction with 1.9M reactions from USPTO patents (1976-2016). Predict the product of the given reaction. Given the reactants [CH2:1]([C:3]1[C:4]([NH2:38])=[N:5][CH:6]=[N:7][C:8]=1[N:9]1[CH2:14][CH2:13][CH:12]([C:15]2[N:16]([CH2:31][CH2:32][N:33]3[CH2:36][CH:35](F)[CH2:34]3)[CH:17]=[C:18]([C:20]3[CH:25]=[CH:24][C:23]([F:26])=[C:22]([C:27]([F:30])([F:29])[F:28])[CH:21]=3)[N:19]=2)[CH2:11][CH2:10]1)[CH3:2].F[C:40]1C=CC(C2N=C(C3CCNCC3)N(CCN3CC(C)C3)C=2)=CC=1C(F)(F)F, predict the reaction product. The product is: [CH2:1]([C:3]1[C:4]([NH2:38])=[N:5][CH:6]=[N:7][C:8]=1[N:9]1[CH2:10][CH2:11][CH:12]([C:15]2[N:16]([CH2:31][CH2:32][N:33]3[CH2:34][CH:35]([CH3:40])[CH2:36]3)[CH:17]=[C:18]([C:20]3[CH:25]=[CH:24][C:23]([F:26])=[C:22]([C:27]([F:28])([F:29])[F:30])[CH:21]=3)[N:19]=2)[CH2:13][CH2:14]1)[CH3:2].